Dataset: Peptide-MHC class I binding affinity with 185,985 pairs from IEDB/IMGT. Task: Regression. Given a peptide amino acid sequence and an MHC pseudo amino acid sequence, predict their binding affinity value. This is MHC class I binding data. (1) The peptide sequence is ILARRPTPKK. The MHC is HLA-A68:01 with pseudo-sequence HLA-A68:01. The binding affinity (normalized) is 0.281. (2) The peptide sequence is SSMVNGVVR. The MHC is HLA-A03:01 with pseudo-sequence HLA-A03:01. The binding affinity (normalized) is 0.0847. (3) The peptide sequence is CDFNNGITI. The MHC is H-2-Db with pseudo-sequence H-2-Db. The binding affinity (normalized) is 0.0641. (4) The peptide sequence is ILKINSVKY. The MHC is HLA-A31:01 with pseudo-sequence HLA-A31:01. The binding affinity (normalized) is 0.337. (5) The binding affinity (normalized) is 0.207. The MHC is HLA-A11:01 with pseudo-sequence HLA-A11:01. The peptide sequence is IIITVGMLIY. (6) The binding affinity (normalized) is 0.326. The peptide sequence is TMNVTTHKY. The MHC is HLA-A68:01 with pseudo-sequence HLA-A68:01.